Predict the reactants needed to synthesize the given product. From a dataset of Full USPTO retrosynthesis dataset with 1.9M reactions from patents (1976-2016). Given the product [CH3:1][O:2][C:3]1[C:12]([NH:13][C:14]([N:33]2[CH2:32][CH2:31][N:30]([C:25]3[CH:26]=[CH:27][CH:28]=[CH:29][C:24]=3[F:23])[CH2:35][CH2:34]2)=[O:22])=[N:11][C:10]2[C:5](=[CH:6][CH:7]=[CH:8][CH:9]=2)[N:4]=1, predict the reactants needed to synthesize it. The reactants are: [CH3:1][O:2][C:3]1[C:12]([NH:13][C:14](=[O:22])OC2C=CC=CC=2)=[N:11][C:10]2[C:5](=[CH:6][CH:7]=[CH:8][CH:9]=2)[N:4]=1.[F:23][C:24]1[CH:29]=[CH:28][CH:27]=[CH:26][C:25]=1[N:30]1[CH2:35][CH2:34][NH:33][CH2:32][CH2:31]1.